This data is from Reaction yield outcomes from USPTO patents with 853,638 reactions. The task is: Predict the reaction yield, written as a fraction of the theoretical maximum amount of product (1.0 means a 100% yield; for example, 0.34 means a 34% yield). (1) The yield is 0.831. The reactants are O[Li].O.[C:4]([O:8][C:9]([NH:11][C@H:12]([CH2:17][C:18]1[CH:23]=[CH:22][C:21]([Cl:24])=[C:20]([F:25])[CH:19]=1)[C:13]([O:15]C)=[O:14])=[O:10])([CH3:7])([CH3:6])[CH3:5].C1COCC1. The catalyst is O. The product is [C:4]([O:8][C:9]([NH:11][C@H:12]([CH2:17][C:18]1[CH:23]=[CH:22][C:21]([Cl:24])=[C:20]([F:25])[CH:19]=1)[C:13]([OH:15])=[O:14])=[O:10])([CH3:7])([CH3:5])[CH3:6]. (2) The reactants are [Br:1][CH2:2][CH2:3][CH2:4][CH2:5][CH2:6][CH2:7][OH:8].[C:9]1([P:15]([C:22]2[CH:27]=[CH:26][CH:25]=[CH:24][CH:23]=2)[C:16]2[CH:21]=[CH:20][CH:19]=[CH:18][CH:17]=2)[CH:14]=[CH:13][CH:12]=[CH:11][CH:10]=1. The catalyst is C(#N)C. The product is [Br-:1].[OH:8][CH2:7][CH2:6][CH2:5][CH2:4][CH2:3][CH2:2][P+:15]([C:16]1[CH:17]=[CH:18][CH:19]=[CH:20][CH:21]=1)([C:22]1[CH:27]=[CH:26][CH:25]=[CH:24][CH:23]=1)[C:9]1[CH:10]=[CH:11][CH:12]=[CH:13][CH:14]=1. The yield is 0.980.